From a dataset of Reaction yield outcomes from USPTO patents with 853,638 reactions. Predict the reaction yield, written as a fraction of the theoretical maximum amount of product (1.0 means a 100% yield; for example, 0.34 means a 34% yield). (1) The reactants are F.F.F.C(N(CC)CC)C.C(N(CC)CC)C.[Si]([O:35][CH2:36][C@H:37]1[O:41][C@@H:40]([N:42]2[CH:49]=[C:48]([CH3:50])[C:46](=[O:47])[NH:45][C:43]2=[O:44])[C@H:39]([O:51][CH2:52][CH2:53][O:54][N:55]([CH3:57])[CH3:56])[C@@H:38]1[OH:58])(C(C)(C)C)(C1C=CC=CC=1)C1C=CC=CC=1.CO. The catalyst is C1COCC1.C(Cl)Cl. The product is [CH3:56][N:55]([CH3:57])[O:54][CH2:53][CH2:52][O:51][C@@H:39]1[C@H:38]([OH:58])[C@@H:37]([CH2:36][OH:35])[O:41][C@H:40]1[N:42]1[CH:49]=[C:48]([CH3:50])[C:46](=[O:47])[NH:45][C:43]1=[O:44]. The yield is 0.925. (2) The reactants are C(C1NC=CN=1)(C1NC=CN=1)=O.[C:13]([O:17][C:18]([NH:20][C:21]1([C:25]([OH:27])=O)[CH2:24][O:23][CH2:22]1)=[O:19])([CH3:16])([CH3:15])[CH3:14].O[N:29]=[C:30]([C:32]1[CH:33]=[CH:34][C:35]([CH3:50])=[C:36]([NH:38][C:39]([C:41]2[N:45]3[CH:46]=[CH:47][CH:48]=[CH:49][C:44]3=[N:43][CH:42]=2)=[O:40])[CH:37]=1)[NH2:31]. The catalyst is CN1C(=O)CCC1. The product is [N:43]1[CH:42]=[C:41]([C:39]([NH:38][C:36]2[CH:37]=[C:32]([C:30]3[N:29]=[C:25]([C:21]4([NH:20][C:18](=[O:19])[O:17][C:13]([CH3:14])([CH3:15])[CH3:16])[CH2:22][O:23][CH2:24]4)[O:27][N:31]=3)[CH:33]=[CH:34][C:35]=2[CH3:50])=[O:40])[N:45]2[CH:46]=[CH:47][CH:48]=[CH:49][C:44]=12. The yield is 0.650. (3) The reactants are [Cl:1][C:2]1[N:7]=[N:6][C:5]([NH2:8])=[CH:4][CH:3]=1.C([O-])(O)=O.[Na+].[Br:14]Br. The catalyst is CO. The product is [Br:14][C:4]1[CH:3]=[C:2]([Cl:1])[N:7]=[N:6][C:5]=1[NH2:8]. The yield is 0.460. (4) The reactants are [OH:1][CH2:2][CH:3]1[NH:8][CH2:7][CH2:6][N:5]([C:9]([O:11][C:12]([CH3:15])([CH3:14])[CH3:13])=[O:10])[CH2:4]1.C(N(CC)CC)C.[Cl:23][C:24]1[C:29]([C:30](Cl)=[O:31])=[C:28]([F:33])[CH:27]=[CH:26][CH:25]=1.O. The yield is 0.894. The catalyst is O1CCCC1. The product is [Cl:23][C:24]1[C:29]([C:30]([N:8]2[CH2:7][CH2:6][N:5]([C:9]([O:11][C:12]([CH3:15])([CH3:14])[CH3:13])=[O:10])[CH2:4][CH:3]2[CH2:2][OH:1])=[O:31])=[C:28]([F:33])[CH:27]=[CH:26][CH:25]=1. (5) The reactants are [N+:1](/[CH:4]=[CH:5]/[C:6]1[S:7][CH:8]=[CH:9][N:10]=1)([O-:3])=[O:2].C(O)(C(F)(F)F)=O.[CH3:18][O:19][CH2:20][CH2:21][N:22]([CH2:28]OC)[CH2:23][Si](C)(C)C.[OH-].[Na+]. The catalyst is C(Cl)Cl. The product is [CH3:18][O:19][CH2:20][CH2:21][N:22]1[CH2:28][C@@H:4]([N+:1]([O-:3])=[O:2])[C@H:5]([C:6]2[S:7][CH:8]=[CH:9][N:10]=2)[CH2:23]1. The yield is 0.941.